This data is from Cav3 T-type calcium channel HTS with 100,875 compounds. The task is: Binary Classification. Given a drug SMILES string, predict its activity (active/inactive) in a high-throughput screening assay against a specified biological target. The compound is S(c1nc(N2CCOCC2)nc(n1)Nc1ccccc1)CC(=O)Nc1ccc([N+]([O-])=O)cc1. The result is 0 (inactive).